From a dataset of Catalyst prediction with 721,799 reactions and 888 catalyst types from USPTO. Predict which catalyst facilitates the given reaction. Reactant: C[O:2][C:3]([C:5]1[CH:10]=[CH:9][CH:8]=[CH:7][C:6]=1[NH:11][C:12](=[O:22])/[CH:13]=[CH:14]/[C:15]1[CH:20]=[CH:19][C:18]([Cl:21])=[CH:17][CH:16]=1)=[O:4].[OH-].[Na+]. Product: [C:3]([C:5]1[CH:10]=[CH:9][CH:8]=[CH:7][C:6]=1[NH:11][C:12](=[O:22])/[CH:13]=[CH:14]/[C:15]1[CH:16]=[CH:17][C:18]([Cl:21])=[CH:19][CH:20]=1)([OH:4])=[O:2]. The catalyst class is: 5.